Task: Regression. Given two drug SMILES strings and cell line genomic features, predict the synergy score measuring deviation from expected non-interaction effect.. Dataset: NCI-60 drug combinations with 297,098 pairs across 59 cell lines Drug 1: C1C(C(OC1N2C=C(C(=O)NC2=O)F)CO)O. Drug 2: CNC(=O)C1=NC=CC(=C1)OC2=CC=C(C=C2)NC(=O)NC3=CC(=C(C=C3)Cl)C(F)(F)F. Cell line: SF-539. Synergy scores: CSS=22.9, Synergy_ZIP=-5.09, Synergy_Bliss=2.32, Synergy_Loewe=-32.2, Synergy_HSA=-0.270.